From a dataset of Catalyst prediction with 721,799 reactions and 888 catalyst types from USPTO. Predict which catalyst facilitates the given reaction. (1) Reactant: [Cl-].[Ce+3].[Cl-].[Cl-].[CH3:5][Mg]Br.[CH:8](=[C:15]1/[CH2:16][C:17]2([CH2:41][CH3:42])[C:23]3=[CH:24][C:25]4[CH:26]=[N:27][N:28]([C:31]5[CH:36]=[CH:35][C:34]([F:37])=[CH:33][CH:32]=5)[C:29]=4[CH:30]=[C:22]3[CH2:21][CH2:20][CH2:19][CH:18]2[CH2:38][C:39]/1=[O:40])/[C:9]1[CH:14]=[CH:13][CH:12]=[CH:11][CH:10]=1. Product: [CH:8](=[C:15]1/[CH2:16][C:17]2([CH2:41][CH3:42])[C:23]3=[CH:24][C:25]4[CH:26]=[N:27][N:28]([C:31]5[CH:32]=[CH:33][C:34]([F:37])=[CH:35][CH:36]=5)[C:29]=4[CH:30]=[C:22]3[CH2:21][CH2:20][CH2:19][CH:18]2[CH2:38][C:39]/1([CH3:5])[OH:40])/[C:9]1[CH:10]=[CH:11][CH:12]=[CH:13][CH:14]=1. The catalyst class is: 1. (2) Reactant: Cl[C:2]1[N:7]=[CH:6][C:5]([CH2:8][C:9]2[C:18]3[CH:17]=[CH:16][CH:15]=[CH:14][C:13]=3[C:12]3[CH2:19][N:20]([C@@H:23]4[CH2:28][CH2:27][CH2:26][CH2:25][C@H:24]4[OH:29])[C:21](=[O:22])[C:11]=3[N:10]=2)=[CH:4][CH:3]=1.[NH:30]1[CH:34]=[CH:33][CH:32]=[N:31]1.C(=O)([O-])[O-].[Cs+].[Cs+].CN[C@@H]1CCCC[C@H]1NC. Product: [OH:29][C@@H:24]1[CH2:25][CH2:26][CH2:27][CH2:28][C@H:23]1[N:20]1[CH2:19][C:12]2[C:13]3[CH:14]=[CH:15][CH:16]=[CH:17][C:18]=3[C:9]([CH2:8][C:5]3[CH:6]=[N:7][C:2]([N:30]4[CH:34]=[CH:33][CH:32]=[N:31]4)=[CH:3][CH:4]=3)=[N:10][C:11]=2[C:21]1=[O:22]. The catalyst class is: 156. (3) Reactant: [OH:1][CH2:2][C:3]1[CH:8]=[CH:7][N:6]([C:9]2[CH:14]=[CH:13][C:12]([O:15]COCC[Si](C)(C)C)=[C:11]([O:24][CH3:25])[CH:10]=2)[C:5](=[O:26])[CH:4]=1.CO.Cl.O1CCOCC1. Product: [OH:15][C:12]1[CH:13]=[CH:14][C:9]([N:6]2[CH:7]=[CH:8][C:3]([CH2:2][OH:1])=[CH:4][C:5]2=[O:26])=[CH:10][C:11]=1[O:24][CH3:25]. The catalyst class is: 2.